This data is from NCI-60 drug combinations with 297,098 pairs across 59 cell lines. The task is: Regression. Given two drug SMILES strings and cell line genomic features, predict the synergy score measuring deviation from expected non-interaction effect. Drug 1: CCCCCOC(=O)NC1=NC(=O)N(C=C1F)C2C(C(C(O2)C)O)O. Drug 2: CC1=C(C(=O)C2=C(C1=O)N3CC4C(C3(C2COC(=O)N)OC)N4)N. Cell line: NCI/ADR-RES. Synergy scores: CSS=5.10, Synergy_ZIP=-1.62, Synergy_Bliss=0.0909, Synergy_Loewe=-24.4, Synergy_HSA=-6.39.